Dataset: Forward reaction prediction with 1.9M reactions from USPTO patents (1976-2016). Task: Predict the product of the given reaction. (1) Given the reactants FC(F)(F)[C:3]1[CH:8]=[CH:7][C:6]([C:9]2[CH:14]=[CH:13][CH:12]=[C:11]([CH2:15][O:16][C:17]3[CH:22]=[CH:21][C:20]([C:23]4([CH2:27][C:28]([O:30][CH2:31][CH3:32])=[O:29])[CH2:26][O:25][CH2:24]4)=[CH:19][CH:18]=3)[CH:10]=2)=[CH:5][CH:4]=1.[F:35][C:36]1[CH:37]=[C:38]([C:43]2([CH2:47][C:48]([O-:50])=[O:49])[CH2:46][O:45][CH2:44]2)[CH:39]=[CH:40][C:41]=1[OH:42].C1(C2C=C(C=CC=2)CBr)C=CC=CC=1.FC1C=C(B(O)O)C=CC=1O.O1CC(=CC(OCC)=O)C1, predict the reaction product. The product is: [C:9]1([C:6]2[CH:5]=[CH:4][CH:3]=[CH:8][CH:7]=2)[CH:14]=[CH:13][CH:12]=[C:11]([CH2:15][O:16][C:17]2[CH:18]=[CH:19][C:20]([C:23]3([CH2:27][C:28]([O:30][CH2:31][CH3:32])=[O:29])[CH2:24][O:25][CH2:26]3)=[CH:21][C:22]=2[F:35])[CH:10]=1.[F:35][C:36]1[CH:37]=[C:38]([C:43]2([CH2:47][C:48]([O-:50])=[O:49])[CH2:46][O:45][CH2:44]2)[CH:39]=[CH:40][C:41]=1[OH:42]. (2) Given the reactants [CH3:1][C:2]1[CH:7]=[CH:6][C:5]([CH:8]2[CH2:13][N:12]([C:14]([N:16]3[CH2:21][CH2:20][O:19][CH2:18][CH2:17]3)=[O:15])[CH2:11][CH:10]([C:22](O)=[O:23])[CH2:9]2)=[CH:4][C:3]=1[C:25]([F:28])([F:27])[F:26].O[NH:30][C:31]([CH:33]1[CH2:35][CH2:34]1)=[NH:32], predict the reaction product. The product is: [CH:33]1([C:31]2[N:32]=[C:22]([CH:10]3[CH2:9][CH:8]([C:5]4[CH:6]=[CH:7][C:2]([CH3:1])=[C:3]([C:25]([F:28])([F:27])[F:26])[CH:4]=4)[CH2:13][N:12]([C:14]([N:16]4[CH2:17][CH2:18][O:19][CH2:20][CH2:21]4)=[O:15])[CH2:11]3)[O:23][N:30]=2)[CH2:35][CH2:34]1.